From a dataset of Experimentally validated miRNA-target interactions with 360,000+ pairs, plus equal number of negative samples. Binary Classification. Given a miRNA mature sequence and a target amino acid sequence, predict their likelihood of interaction. (1) The miRNA is cel-miR-248 with sequence AUACACGUGCACGGAUAACGCUCA. The protein sequence of the target gene is MVSSDRPVSLEDEVSHSMKEMIGGCCVCSDERGWAENPLVYCDGHGCSVAVHQACYGIVQVPTGPWFCRKCESQERAARVRCELCPHKDGALKRTDNGGWAHVVCALYIPEVQFANVSTMEPIVLQSVPHDRYNKTCYICDEQGRESKAATGACMTCNKHGCRQAFHVTCAQFAGLLCEEEGNGADNVQYCGYCKYHFSKLKKSKRGSNRSYEQSLSDSSSHSQDKHHEKEKKKYKEKDKHKQKHKKQPEPSPALVPSLTVTTEKTYTSTSNNSISGSLKRLEDTAARFTNANFQEVSAH.... Result: 0 (no interaction). (2) The miRNA is hsa-miR-6818-5p with sequence UUGUGUGAGUACAGAGAGCAUC. The protein sequence of the target gene is MSKMPAKKKSCFQITSVTTAQVATSITEDTESLDDPDESRTEDVSSEIFDVSRATDYGPEEVCERSSSEETLNNVGDAETPGTVSPNLLLDGQLAAAAAAPANGGGVVSARSVSGALASTLAAAATSAPAPGAPGGPQLAGSSAGPVTAAPSQPPTTCSSRFRVIKLDHGSGEPYRRGRWTCMEYYERDSDSSVLTRSGDCIRHSSTFDQTAERDSGLGATGGSVVVVVASMQGAHGPESGTDSSLTAVSQLPPSEKMSQPTPAQPQSFSVGQPQPPPPPVGGAVAQSSAPLPPFPGAAT.... Result: 1 (interaction). (3) The protein sequence of the target gene is MREIVLTQIGQCGNQIGAKFWEVISDEHAIDSAGTYHGDSHLQLERINVYYNEASGGRYVPRAVLVDLEPGTMDSVRSGPFGQVFRPDNFIFGQCGAGNNWAKGHYTEGAELMESVMDVVRKEAESCDCLQGFQLTHSLGGGTGSGMGTLLLSKIREEYPDRIINTFSILPSPKVSDTVVEPYNATLSVHQLIENADETFCIDNEALYDICSKTLKLPTPTYGDLNHLVSATMSGVTTCLRFPGQLNADLRKLAVNMVPFPRLHFFMPGFAPLTSRGSQQYRALTVAELTQQMFDAKNMM.... The miRNA is hsa-miR-6883-3p with sequence UUCCCUAUCUCACUCUCCUCAG. Result: 0 (no interaction).